Dataset: Forward reaction prediction with 1.9M reactions from USPTO patents (1976-2016). Task: Predict the product of the given reaction. (1) The product is: [Cl:27][C:28]1[CH:33]=[CH:32][C:31](/[CH:34]=[CH:35]/[C:2]2[CH:3]=[C:4]([N:8]3[C:12]([CH3:13])=[C:11]([C:14]([N:16]4[CH2:20][CH2:19][CH:18]([N:21]([CH2:24][CH3:25])[CH2:22][CH3:23])[CH2:17]4)=[O:15])[C:10]([CH3:26])=[N:9]3)[CH:5]=[CH:6][CH:7]=2)=[CH:30][CH:29]=1. Given the reactants Br[C:2]1[CH:3]=[C:4]([N:8]2[C:12]([CH3:13])=[C:11]([C:14]([N:16]3[CH2:20][CH2:19][CH:18]([N:21]([CH2:24][CH3:25])[CH2:22][CH3:23])[CH2:17]3)=[O:15])[C:10]([CH3:26])=[N:9]2)[CH:5]=[CH:6][CH:7]=1.[Cl:27][C:28]1[CH:33]=[CH:32][C:31](/[CH:34]=[CH:35]/B(O)O)=[CH:30][CH:29]=1, predict the reaction product. (2) Given the reactants Br[C:2]1[CH:7]=[CH:6][CH:5]=[C:4]([CH2:8][F:9])[N:3]=1.[CH2:10]([C:14]1[N:15]=[C:16]2[CH:21]=[CH:20][C:19]([F:22])=[CH:18][N:17]2[CH:23]=1)[CH2:11][C:12]#[CH:13], predict the reaction product. The product is: [F:22][C:19]1[CH:20]=[CH:21][C:16]2[N:17]([CH:23]=[C:14]([CH2:10][CH2:11][C:12]#[C:13][C:2]3[CH:7]=[CH:6][CH:5]=[C:4]([CH2:8][F:9])[N:3]=3)[N:15]=2)[CH:18]=1. (3) Given the reactants [C:1](=[O:25])([O:23][CH3:24])[O:2][C:3]1[CH:8]=[C:7]([N+:9]([O-])=O)[C:6]([C:12]#[C:13][CH2:14][CH:15]([CH3:17])[CH3:16])=[CH:5][C:4]=1[CH:18]1[CH2:22][CH2:21][CH2:20][CH2:19]1, predict the reaction product. The product is: [C:1](=[O:25])([O:23][CH3:24])[O:2][C:3]1[CH:8]=[C:7]([NH2:9])[C:6]([C:12]#[C:13][CH2:14][CH:15]([CH3:17])[CH3:16])=[CH:5][C:4]=1[CH:18]1[CH2:19][CH2:20][CH2:21][CH2:22]1.